From a dataset of TCR-epitope binding with 47,182 pairs between 192 epitopes and 23,139 TCRs. Binary Classification. Given a T-cell receptor sequence (or CDR3 region) and an epitope sequence, predict whether binding occurs between them. The epitope is VLWAHGFEL. The TCR CDR3 sequence is CASTTTDSNQPQHF. Result: 1 (the TCR binds to the epitope).